Dataset: Reaction yield outcomes from USPTO patents with 853,638 reactions. Task: Predict the reaction yield, written as a fraction of the theoretical maximum amount of product (1.0 means a 100% yield; for example, 0.34 means a 34% yield). (1) The catalyst is CN(C)C1C=CN=CC=1.ClCCl. The yield is 1.00. The product is [C:21]([O:25][C:26]([N:8]1[C:9]2[C:5](=[CH:4][C:3]([F:20])=[C:2]([Cl:1])[CH:10]=2)/[C:6](=[CH:12]/[C:13]2[CH:18]=[CH:17][CH:16]=[C:15]([Cl:19])[CH:14]=2)/[C:7]1=[O:11])=[O:27])([CH3:24])([CH3:23])[CH3:22]. The reactants are [Cl:1][C:2]1[CH:10]=[C:9]2[C:5](/[C:6](=[CH:12]/[C:13]3[CH:18]=[CH:17][CH:16]=[C:15]([Cl:19])[CH:14]=3)/[C:7](=[O:11])[NH:8]2)=[CH:4][C:3]=1[F:20].[C:21]([O:25][C:26](O[C:26]([O:25][C:21]([CH3:24])([CH3:23])[CH3:22])=[O:27])=[O:27])([CH3:24])([CH3:23])[CH3:22].C(N(CC)CC)C. (2) The reactants are [H-].[Al+3].[Li+].[H-].[H-].[H-].C[O:8][C:9](=O)[C@@H:10]([CH2:16][CH2:17][CH3:18])[NH:11][C:12](=O)[CH2:13][CH3:14].[OH-].[Na+]. The catalyst is O1CCCC1. The product is [CH2:12]([NH:11][C@@H:10]([CH2:9][OH:8])[CH2:16][CH2:17][CH3:18])[CH2:13][CH3:14]. The yield is 0.970. (3) The reactants are C(O[BH-](OC(=O)C)OC(=O)C)(=O)C.[Na+].[Cl:15][C:16]1[CH:21]=[C:20]([Cl:22])[CH:19]=[CH:18][C:17]=1[N:23]1[C:28]2=[N:29][C:30]3[C:31](=[C:32]([NH2:36])[CH:33]=[CH:34][CH:35]=3)[N:27]2[CH2:26][CH2:25][CH2:24]1.[CH3:37][C:38](=O)[CH2:39][CH3:40]. The catalyst is CO.C(=O)([O-])O.[Na+]. The product is [Cl:15][C:16]1[CH:21]=[C:20]([Cl:22])[CH:19]=[CH:18][C:17]=1[N:23]1[C:28]2=[N:29][C:30]3[C:31](=[C:32]([NH:36][CH:38]([CH3:37])[CH2:39][CH3:40])[CH:33]=[CH:34][CH:35]=3)[N:27]2[CH2:26][CH2:25][CH2:24]1. The yield is 0.400. (4) The reactants are [N+:1]([C:4]1[CH:5]=[C:6]([CH:44]=[C:45]([N+:47]([O-])=O)[CH:46]=1)[C:7]([O:9][CH2:10][CH2:11][CH2:12][CH2:13][CH2:14][CH2:15][O:16][C:17](=[O:43])/[CH:18]=[CH:19]/[C:20]1[CH:25]=[CH:24][C:23]([O:26][C:27](=[O:42])[C:28]2[CH:33]=[CH:32][C:31]([O:34][CH2:35][CH2:36][CH2:37][C:38]([F:41])([F:40])[F:39])=[CH:30][CH:29]=2)=[CH:22][CH:21]=1)=[O:8])([O-])=O. The catalyst is CN(C)C=O.O.[Zn]. The product is [NH2:1][C:4]1[CH:5]=[C:6]([CH:44]=[C:45]([NH2:47])[CH:46]=1)[C:7]([O:9][CH2:10][CH2:11][CH2:12][CH2:13][CH2:14][CH2:15][O:16][C:17](=[O:43])/[CH:18]=[CH:19]/[C:20]1[CH:25]=[CH:24][C:23]([O:26][C:27](=[O:42])[C:28]2[CH:33]=[CH:32][C:31]([O:34][CH2:35][CH2:36][CH2:37][C:38]([F:39])([F:40])[F:41])=[CH:30][CH:29]=2)=[CH:22][CH:21]=1)=[O:8]. The yield is 0.910. (5) The yield is 0.200. The catalyst is [I-].C([N+](CCCC)(CCCC)CCCC)CCC.O1CCOCC1. The reactants are [F:1][C:2]1[N:7]=[CH:6][C:5]([NH2:8])=[C:4]([I:9])[CH:3]=1.C(O)(C(F)(F)F)=O.[CH3:17][O:18][CH2:19][CH2:20]Cl.[OH-].[K+].[F-].[K+]. The product is [F:1][C:2]1[N:7]=[CH:6][C:5]([NH:8][CH2:20][CH2:19][O:18][CH3:17])=[C:4]([I:9])[CH:3]=1.